From a dataset of Full USPTO retrosynthesis dataset with 1.9M reactions from patents (1976-2016). Predict the reactants needed to synthesize the given product. (1) Given the product [Br:21][C:22]1[CH:27]=[CH:26][C:25]([CH2:28][CH2:29][NH:30][CH2:19][C:6]2[C:7]([C:14]3[CH:18]=[CH:17][S:16][CH:15]=3)=[N:8][C:9]3[C:4]([CH:5]=2)=[CH:3][C:2]([OH:1])=[C:11]([O:12][CH3:13])[CH:10]=3)=[CH:24][CH:23]=1, predict the reactants needed to synthesize it. The reactants are: [OH:1][C:2]1[CH:3]=[C:4]2[C:9](=[CH:10][C:11]=1[O:12][CH3:13])[N:8]=[C:7]([C:14]1[CH:18]=[CH:17][S:16][CH:15]=1)[C:6]([CH:19]=O)=[CH:5]2.[Br:21][C:22]1[CH:27]=[CH:26][C:25]([CH2:28][CH2:29][NH2:30])=[CH:24][CH:23]=1.C([BH3-])#N.[Na+].C([O-])(O)=O.[Na+]. (2) Given the product [Br:8][C:5]1[CH:6]=[CH:7][C:2]([C:21]([OH:22])([CH3:23])[CH3:20])=[N:3][CH:4]=1, predict the reactants needed to synthesize it. The reactants are: Br[C:2]1[CH:7]=[CH:6][C:5]([Br:8])=[CH:4][N:3]=1.C([Li])CCC.CCCCCC.[CH3:20][C:21]([CH3:23])=[O:22]. (3) Given the product [Br:4][C:5]1[CH:6]=[CH:7][C:8]([N:12]([CH3:14])[CH3:13])=[N:9][C:10]=1[O:2][CH3:1], predict the reactants needed to synthesize it. The reactants are: [CH3:1][O-:2].[K+].[Br:4][C:5]1[CH:6]=[CH:7][C:8]([N:12]([CH3:14])[CH3:13])=[N:9][C:10]=1F. (4) Given the product [F:4][C:5]1[CH:6]=[C:7]([NH:12][C:13]([NH:15][C@H:16]2[CH2:24][C@H:23]3[C@:19]([C:25]4[CH:30]=[CH:29][C:28]([O:31][CH3:32])=[C:27]([O:33][CH3:34])[CH:26]=4)([CH2:20][CH2:21][N:22]3[C:2]([NH2:3])=[O:36])[CH2:18][CH2:17]2)=[O:14])[CH:8]=[CH:9][C:10]=1[F:11], predict the reactants needed to synthesize it. The reactants are: Br[C:2]#[N:3].[F:4][C:5]1[CH:6]=[C:7]([NH:12][C:13]([NH:15][C@H:16]2[CH2:24][C@H:23]3[C@:19]([C:25]4[CH:30]=[CH:29][C:28]([O:31][CH3:32])=[C:27]([O:33][CH3:34])[CH:26]=4)([CH2:20][CH2:21][NH:22]3)[CH2:18][CH2:17]2)=[O:14])[CH:8]=[CH:9][C:10]=1[F:11].C([O-])(O)=[O:36].[Na+]. (5) The reactants are: [NH:1]1[CH2:5][CH2:4][CH2:3][CH2:2]1.[Cl:6][C:7]1[CH:14]=[C:13]([OH:15])[CH:12]=[CH:11][C:8]=1[CH:9]=O.C(O[BH-](OC(=O)C)OC(=O)C)(=O)C.[Na+].Cl. Given the product [Cl:6][C:7]1[CH:14]=[C:13]([OH:15])[CH:12]=[CH:11][C:8]=1[CH2:9][N:1]1[CH2:5][CH2:4][CH2:3][CH2:2]1, predict the reactants needed to synthesize it. (6) The reactants are: [NH2:1][CH:2]1[CH2:7][CH2:6][O:5][CH2:4][CH:3]1[C:8]([O:10][CH2:11][CH3:12])=[O:9].[CH3:13][C:14]([O:17][C:18](O[C:18]([O:17][C:14]([CH3:16])([CH3:15])[CH3:13])=[O:19])=[O:19])([CH3:16])[CH3:15]. Given the product [C:14]([O:17][C:18]([NH:1][CH:2]1[CH2:7][CH2:6][O:5][CH2:4][CH:3]1[C:8]([O:10][CH2:11][CH3:12])=[O:9])=[O:19])([CH3:16])([CH3:15])[CH3:13], predict the reactants needed to synthesize it. (7) The reactants are: C(OC(N1C[CH2:11][CH:10]([NH:13][C:14]([C:16]2[S:17][CH:18]=[CH:19][C:20]=2[NH:21][C:22]2[CH:27]=[CH:26][N:25]=[C:24]3[NH:28][CH:29]=[CH:30][C:23]=23)=[O:15])C1)=O)(C)(C)C.[O:31](CCN)[C:32]1[CH:37]=[CH:36][CH:35]=[CH:34][CH:33]=1. Given the product [O:31]([CH2:11][CH2:10][NH:13][C:14]([C:16]1[S:17][CH:18]=[CH:19][C:20]=1[NH:21][C:22]1[CH:27]=[CH:26][N:25]=[C:24]2[NH:28][CH:29]=[CH:30][C:23]=12)=[O:15])[C:32]1[CH:37]=[CH:36][CH:35]=[CH:34][CH:33]=1, predict the reactants needed to synthesize it.